From a dataset of NCI-60 drug combinations with 297,098 pairs across 59 cell lines. Regression. Given two drug SMILES strings and cell line genomic features, predict the synergy score measuring deviation from expected non-interaction effect. (1) Drug 1: CC1C(C(=O)NC(C(=O)N2CCCC2C(=O)N(CC(=O)N(C(C(=O)O1)C(C)C)C)C)C(C)C)NC(=O)C3=C4C(=C(C=C3)C)OC5=C(C(=O)C(=C(C5=N4)C(=O)NC6C(OC(=O)C(N(C(=O)CN(C(=O)C7CCCN7C(=O)C(NC6=O)C(C)C)C)C)C(C)C)C)N)C. Drug 2: CC=C1C(=O)NC(C(=O)OC2CC(=O)NC(C(=O)NC(CSSCCC=C2)C(=O)N1)C(C)C)C(C)C. Cell line: HS 578T. Synergy scores: CSS=49.5, Synergy_ZIP=2.51, Synergy_Bliss=0.606, Synergy_Loewe=-51.1, Synergy_HSA=-2.50. (2) Drug 1: CC1=C2C(C(=O)C3(C(CC4C(C3C(C(C2(C)C)(CC1OC(=O)C(C(C5=CC=CC=C5)NC(=O)C6=CC=CC=C6)O)O)OC(=O)C7=CC=CC=C7)(CO4)OC(=O)C)O)C)OC(=O)C. Drug 2: C1=NC(=NC(=O)N1C2C(C(C(O2)CO)O)O)N. Cell line: OVCAR-8. Synergy scores: CSS=19.8, Synergy_ZIP=-13.5, Synergy_Bliss=-21.4, Synergy_Loewe=-19.5, Synergy_HSA=-17.2.